Dataset: Reaction yield outcomes from USPTO patents with 853,638 reactions. Task: Predict the reaction yield, written as a fraction of the theoretical maximum amount of product (1.0 means a 100% yield; for example, 0.34 means a 34% yield). The reactants are [CH2:1]1[C:10]2[C:5](=[CH:6][CH:7]=[CH:8][CH:9]=2)[CH2:4][CH2:3][N:2]1[C:11]1[C:16]([CH:17]([CH2:22][CH2:23][CH3:24])[C:18]([O:20]C)=[O:19])=[C:15]([CH3:25])[N:14]=[C:13]([C:26]2[CH:31]=[CH:30][CH:29]=[CH:28][CH:27]=2)[N:12]=1.[OH-].[Na+]. The catalyst is CO. The product is [CH2:1]1[C:10]2[C:5](=[CH:6][CH:7]=[CH:8][CH:9]=2)[CH2:4][CH2:3][N:2]1[C:11]1[C:16]([CH:17]([CH2:22][CH2:23][CH3:24])[C:18]([OH:20])=[O:19])=[C:15]([CH3:25])[N:14]=[C:13]([C:26]2[CH:27]=[CH:28][CH:29]=[CH:30][CH:31]=2)[N:12]=1. The yield is 0.690.